Task: Predict the reactants needed to synthesize the given product.. Dataset: Full USPTO retrosynthesis dataset with 1.9M reactions from patents (1976-2016) (1) Given the product [CH2:1]([C@H:3]1[C@@:7]([CH2:9][CH3:10])([OH:8])[CH2:6][CH2:5][NH:4]1)[CH3:2], predict the reactants needed to synthesize it. The reactants are: [CH2:1]([C@H:3]1[C@@:7]([CH2:9][CH3:10])([OH:8])[CH2:6][CH2:5][N:4]1C(OCC1C=CC=CC=1)=O)[CH3:2]. (2) The reactants are: C([Si](C1C=CC=CC=1)(C1C=CC=CC=1)[O:6][CH2:7][CH2:8][O:9][C:10]1[CH:15]=[CH:14][C:13](/[CH:16]=[CH:17]/[C:18]([NH:20][S:21]([CH2:24][CH2:25][CH2:26][CH2:27][CH3:28])(=[O:23])=[O:22])=[O:19])=[C:12]([O:29][C:30]2[C:35]([Cl:36])=[CH:34][C:33]([C:37]([F:40])([F:39])[F:38])=[CH:32][N:31]=2)[CH:11]=1)(C)(C)C.[F-].C([N+](CCCC)(CCCC)CCCC)CCC.Cl. Given the product [OH2:6].[Cl:36][C:35]1[C:30]([O:29][C:12]2[CH:11]=[C:10]([O:9][CH2:8][CH2:7][OH:6])[CH:15]=[CH:14][C:13]=2/[CH:16]=[CH:17]/[C:18]([NH:20][S:21]([CH2:24][CH2:25][CH2:26][CH2:27][CH3:28])(=[O:23])=[O:22])=[O:19])=[N:31][CH:32]=[C:33]([C:37]([F:39])([F:38])[F:40])[CH:34]=1, predict the reactants needed to synthesize it. (3) Given the product [OH:8][C:9]1[CH:14]=[C:13]([OH:15])[CH:12]=[CH:11][C:10]=1[C@H:23]1[CH2:24][CH2:25][C@H:26]([NH:29][S:30]([CH3:33])(=[O:32])=[O:31])[CH2:27][CH2:28]1, predict the reactants needed to synthesize it. The reactants are: [Si]([O:8][C:9]1[CH:14]=[C:13]([O:15][Si](C(C)(C)C)(C)C)[CH:12]=[CH:11][C:10]=1[C@H:23]1[CH2:28][CH2:27][C@H:26]([NH:29][S:30]([CH3:33])(=[O:32])=[O:31])[CH2:25][CH2:24]1)(C(C)(C)C)(C)C.ClCCCl.FC(F)(F)C(O)=O.O. (4) Given the product [CH3:1][S:2]([O:19][CH2:18][C:15]1([CH2:14][O:13][CH2:6][C:7]2[CH:12]=[CH:11][CH:10]=[CH:9][CH:8]=2)[CH2:16][CH2:17]1)(=[O:4])=[O:3], predict the reactants needed to synthesize it. The reactants are: [CH3:1][S:2](Cl)(=[O:4])=[O:3].[CH2:6]([O:13][CH2:14][C:15]1([CH2:18][OH:19])[CH2:17][CH2:16]1)[C:7]1[CH:12]=[CH:11][CH:10]=[CH:9][CH:8]=1.C(N(CC)CC)C. (5) Given the product [F:24][C:3]([F:2])([F:23])[C:4]1[CH:22]=[CH:21][CH:20]=[CH:19][C:5]=1[CH:6]([O:14][CH:15]1[CH2:18][N:17]([C:33]([NH:32][CH2:29][CH:30]=[CH2:31])=[O:34])[CH2:16]1)[C:7]1[CH:12]=[CH:11][C:10]([Cl:13])=[CH:9][CH:8]=1, predict the reactants needed to synthesize it. The reactants are: Cl.[F:2][C:3]([F:24])([F:23])[C:4]1[CH:22]=[CH:21][CH:20]=[CH:19][C:5]=1[CH:6]([O:14][CH:15]1[CH2:18][NH:17][CH2:16]1)[C:7]1[CH:12]=[CH:11][C:10]([Cl:13])=[CH:9][CH:8]=1.C(=O)([O-])[O-].[CH2:29]([N:32]=[C:33]=[O:34])[CH:30]=[CH2:31]. (6) Given the product [OH:16][C:14]([C:5]1[CH:6]=[CH:7][CH:8]=[C:9]2[C:4]=1[CH2:3][CH2:2][CH2:1]2)([CH3:15])[CH3:13], predict the reactants needed to synthesize it. The reactants are: [CH2:1]1[C:9]2[C:4](=[CH:5][CH:6]=[CH:7][CH:8]=2)[CH2:3][CH2:2]1.C(O[C:13](=O)[C:14]([O:16][Si](C)(C)C)=[CH2:15])C.[Sn](Cl)(Cl)(Cl)Cl.C(=O)([O-])[O-].[K+].[K+].[OH-].[Na+]. (7) Given the product [ClH:1].[ClH:1].[Cl:1][C:2]1[CH:7]=[CH:6][CH:5]=[CH:4][C:3]=1[S:8][C:9]1[C:14]([NH:15][C:16]2[S:17][CH:18]=[C:19]([CH3:21])[N:20]=2)=[N:13][CH:12]=[C:11]([S:22][CH:30]([C:32]2[CH:37]=[CH:36][CH:35]=[CH:34][N:33]=2)[CH3:31])[CH:10]=1, predict the reactants needed to synthesize it. The reactants are: [Cl:1][C:2]1[CH:7]=[CH:6][CH:5]=[CH:4][C:3]=1[S:8][C:9]1[CH:10]=[C:11]([S:22]CCC(OC)=O)[CH:12]=[N:13][C:14]=1[NH:15][C:16]1[S:17][CH:18]=[C:19]([CH3:21])[N:20]=1.Br[CH:30]([C:32]1[CH:37]=[CH:36][CH:35]=[CH:34][N:33]=1)[CH3:31]. (8) Given the product [NH2:32][C:27]1[N:26]=[C:25]([C:7]2[S:6][C:5]([C:1]([CH3:4])([CH3:3])[CH3:2])=[N:9][C:8]=2[C:10]2[CH:15]=[CH:14][CH:13]=[C:12]([NH:16][S:17](=[O:23])(=[O:22])[N:18]([CH2:20][CH3:21])[CH3:19])[C:11]=2[F:24])[CH:30]=[CH:29][N:28]=1, predict the reactants needed to synthesize it. The reactants are: [C:1]([C:5]1[S:6][C:7]([C:25]2[CH:30]=[CH:29][N:28]=[C:27](Cl)[N:26]=2)=[C:8]([C:10]2[CH:15]=[CH:14][CH:13]=[C:12]([NH:16][S:17](=[O:23])(=[O:22])[N:18]([CH2:20][CH3:21])[CH3:19])[C:11]=2[F:24])[N:9]=1)([CH3:4])([CH3:3])[CH3:2].[NH3:32]. (9) Given the product [ClH:20].[CH3:17][C:13]([CH3:18])([CH2:12][NH:11][CH3:9])[C:14]([OH:16])=[O:15], predict the reactants needed to synthesize it. The reactants are: C(O[C:9]([N:11](C)[CH2:12][C:13]([CH3:18])([CH3:17])[C:14]([OH:16])=[O:15])=O)C1C=CC=CC=1.[ClH:20].